From a dataset of Catalyst prediction with 721,799 reactions and 888 catalyst types from USPTO. Predict which catalyst facilitates the given reaction. Reactant: [Al+3].[Cl-].[Cl-].[Cl-].[Br:5][CH2:6][CH2:7][CH2:8][CH2:9][CH2:10][C:11](Cl)=[O:12].[CH-:14]1[CH:18]=[CH:17][CH:16]=[CH:15]1.[CH-:19]1[CH:23]=[CH:22][CH:21]=[CH:20]1.[Fe+2:24]. Product: [Br:5][CH2:6][CH2:7][CH2:8][CH2:9][CH2:10][C:11]([C-:14]1[CH:18]=[CH:17][CH:16]=[CH:15]1)=[O:12].[C-:19]1([C:11](=[O:12])[CH2:10][CH2:9][CH2:8][CH2:7][CH2:6][Br:5])[CH:23]=[CH:22][CH:21]=[CH:20]1.[Fe+2:24]. The catalyst class is: 68.